This data is from Forward reaction prediction with 1.9M reactions from USPTO patents (1976-2016). The task is: Predict the product of the given reaction. (1) The product is: [NH2:1][C:4]1[CH:9]=[CH:8][C:7]([S:10]([N:13]([C:32]2[CH:33]=[CH:34][CH:35]=[CH:36][CH:37]=2)[CH:14]2[CH2:15][CH2:16][N:17]([C@@H:20]3[CH2:25][CH2:24][CH2:23][CH2:22][C@@H:21]3[C:26]3[CH:27]=[CH:28][CH:29]=[CH:30][CH:31]=3)[CH2:18][CH2:19]2)(=[O:12])=[O:11])=[CH:6][CH:5]=1. Given the reactants [N+:1]([C:4]1[CH:9]=[CH:8][C:7]([S:10]([N:13]([C:32]2[CH:37]=[CH:36][CH:35]=[CH:34][CH:33]=2)[CH:14]2[CH2:19][CH2:18][N:17]([C@@H:20]3[CH2:25][CH2:24][CH2:23][CH2:22][C@@H:21]3[C:26]3[CH:31]=[CH:30][CH:29]=[CH:28][CH:27]=3)[CH2:16][CH2:15]2)(=[O:12])=[O:11])=[CH:6][CH:5]=1)([O-])=O, predict the reaction product. (2) Given the reactants [CH3:1][O:2][CH2:3][CH2:4][CH2:5][CH2:6][C:7](=O)[CH2:8][C:9]([O:11]C)=[O:10].[N:14]([C:17]1[CH:22]=[CH:21][CH:20]=[CH:19][C:18]=1[Cl:23])=[N+:15]=[N-:16].CO.C[O-].[Na+].[OH-].[Na+], predict the reaction product. The product is: [Cl:23][C:18]1[CH:19]=[CH:20][CH:21]=[CH:22][C:17]=1[N:14]1[C:7]([CH2:6][CH2:5][CH2:4][CH2:3][O:2][CH3:1])=[C:8]([C:9]([OH:11])=[O:10])[N:16]=[N:15]1. (3) The product is: [ClH:37].[CH3:1][O:2][C:3]1[C:8]([C:9]2[S:10][CH:11]=[CH:12][CH:13]=2)=[CH:7][C:6](/[CH:14]=[CH:15]/[C:16]([C:18]2[CH:19]=[CH:20][C:21]([S:24]([NH2:27])(=[O:26])=[O:25])=[CH:22][CH:23]=2)=[O:17])=[C:5]([O:28][CH2:29][CH2:30][N:31]2[CH2:32][CH2:33][O:34][CH2:35][CH2:36]2)[CH:4]=1. Given the reactants [CH3:1][O:2][C:3]1[C:8]([C:9]2[S:10][CH:11]=[CH:12][CH:13]=2)=[CH:7][C:6]([CH:14]=[CH:15][C:16]([C:18]2[CH:23]=[CH:22][C:21]([S:24]([NH2:27])(=[O:26])=[O:25])=[CH:20][CH:19]=2)=[O:17])=[C:5]([O:28][CH2:29][CH2:30][N:31]2[CH2:36][CH2:35][O:34][CH2:33][CH2:32]2)[CH:4]=1.[ClH:37], predict the reaction product. (4) The product is: [CH3:20][C:16]1([CH3:21])[NH:15][C:14](=[O:22])[C:13]2[S:12][C:11]([N:7]3[C:6]4[CH:23]=[C:2]([N:1]5[C:27](=[O:28])[CH2:26][CH2:25][C:24]5=[O:29])[CH:3]=[CH:4][C:5]=4[O:10][CH2:9][CH2:8]3)=[N:19][C:18]=2[CH2:17]1. Given the reactants [NH2:1][C:2]1[CH:3]=[CH:4][C:5]2[O:10][CH2:9][CH2:8][N:7]([C:11]3[S:12][C:13]4[C:14](=[O:22])[NH:15][C:16]([CH3:21])([CH3:20])[CH2:17][C:18]=4[N:19]=3)[C:6]=2[CH:23]=1.[C:24]1(=O)[O:29][C:27](=[O:28])[CH2:26][CH2:25]1, predict the reaction product. (5) Given the reactants [NH2:1][C:2]1[CH:3]=[CH:4][C:5]([Cl:17])=[C:6]([NH:8][C:9](=[O:16])[C:10]2[CH:15]=[CH:14][CH:13]=[CH:12][CH:11]=2)[CH:7]=1.[Br:18][CH2:19][C:20]1[CH:28]=[CH:27][C:23]([C:24](O)=[O:25])=[CH:22][N:21]=1, predict the reaction product. The product is: [C:9]([NH:8][C:6]1[CH:7]=[C:2]([NH:1][C:24](=[O:25])[C:23]2[CH:27]=[CH:28][C:20]([CH2:19][Br:18])=[N:21][CH:22]=2)[CH:3]=[CH:4][C:5]=1[Cl:17])(=[O:16])[C:10]1[CH:15]=[CH:14][CH:13]=[CH:12][CH:11]=1. (6) Given the reactants [F:1][CH:2]([F:15])[CH2:3][O:4][C:5]1[CH:10]=[CH:9][C:8]([C:11](=O)[CH3:12])=[CH:7][C:6]=1[F:14].[CH3:16][C:17]([S@:20]([NH2:22])=[O:21])([CH3:19])[CH3:18], predict the reaction product. The product is: [F:1][CH:2]([F:15])[CH2:3][O:4][C:5]1[CH:10]=[CH:9][C:8]([CH:11]([NH:22][S@@:20]([C:17]([CH3:19])([CH3:18])[CH3:16])=[O:21])[CH3:12])=[CH:7][C:6]=1[F:14]. (7) Given the reactants C(O[C:4](=[O:26])[CH2:5][O:6][CH:7]1[C:16]2[C:11](=[CH:12][C:13]([S:17]([C:20]3[CH:25]=[CH:24][CH:23]=[CH:22][CH:21]=3)(=[O:19])=[O:18])=[CH:14][CH:15]=2)C[CH2:9][CH2:8]1)C.[NH3:27], predict the reaction product. The product is: [C:20]1([S:17]([C:13]2[CH:14]=[C:15]3[C:16](=[CH:11][CH:12]=2)[CH:7]([O:6][CH2:5][C:4]([NH2:27])=[O:26])[CH2:8][CH2:9]3)(=[O:18])=[O:19])[CH:25]=[CH:24][CH:23]=[CH:22][CH:21]=1.